This data is from NCI-60 drug combinations with 297,098 pairs across 59 cell lines. The task is: Regression. Given two drug SMILES strings and cell line genomic features, predict the synergy score measuring deviation from expected non-interaction effect. (1) Drug 1: CC(CN1CC(=O)NC(=O)C1)N2CC(=O)NC(=O)C2. Drug 2: C#CCC(CC1=CN=C2C(=N1)C(=NC(=N2)N)N)C3=CC=C(C=C3)C(=O)NC(CCC(=O)O)C(=O)O. Cell line: NCI-H460. Synergy scores: CSS=30.0, Synergy_ZIP=-1.66, Synergy_Bliss=-3.34, Synergy_Loewe=-3.01, Synergy_HSA=-3.01. (2) Cell line: OVCAR-4. Synergy scores: CSS=-2.76, Synergy_ZIP=-0.764, Synergy_Bliss=-3.64, Synergy_Loewe=-5.72, Synergy_HSA=-5.48. Drug 2: CC(C)NC(=O)C1=CC=C(C=C1)CNNC.Cl. Drug 1: C1CCN(CC1)CCOC2=CC=C(C=C2)C(=O)C3=C(SC4=C3C=CC(=C4)O)C5=CC=C(C=C5)O. (3) Drug 1: CC12CCC(CC1=CCC3C2CCC4(C3CC=C4C5=CN=CC=C5)C)O. Drug 2: CCCCC(=O)OCC(=O)C1(CC(C2=C(C1)C(=C3C(=C2O)C(=O)C4=C(C3=O)C=CC=C4OC)O)OC5CC(C(C(O5)C)O)NC(=O)C(F)(F)F)O. Cell line: SF-295. Synergy scores: CSS=6.42, Synergy_ZIP=-2.87, Synergy_Bliss=-1.49, Synergy_Loewe=0.595, Synergy_HSA=-0.110. (4) Drug 1: C1=CC(=CC=C1CCCC(=O)O)N(CCCl)CCCl. Drug 2: CCC1(CC2CC(C3=C(CCN(C2)C1)C4=CC=CC=C4N3)(C5=C(C=C6C(=C5)C78CCN9C7C(C=CC9)(C(C(C8N6C)(C(=O)OC)O)OC(=O)C)CC)OC)C(=O)OC)O.OS(=O)(=O)O. Synergy scores: CSS=34.2, Synergy_ZIP=-6.68, Synergy_Bliss=-1.68, Synergy_Loewe=-1.33, Synergy_HSA=0.0759. Cell line: A549. (5) Drug 1: CN1CCC(CC1)COC2=C(C=C3C(=C2)N=CN=C3NC4=C(C=C(C=C4)Br)F)OC. Drug 2: CC(C1=C(C=CC(=C1Cl)F)Cl)OC2=C(N=CC(=C2)C3=CN(N=C3)C4CCNCC4)N. Cell line: PC-3. Synergy scores: CSS=9.86, Synergy_ZIP=-2.74, Synergy_Bliss=0.377, Synergy_Loewe=-0.671, Synergy_HSA=1.25. (6) Drug 1: CC1=C(C=C(C=C1)NC2=NC=CC(=N2)N(C)C3=CC4=NN(C(=C4C=C3)C)C)S(=O)(=O)N.Cl. Drug 2: CC12CCC3C(C1CCC2OP(=O)(O)O)CCC4=C3C=CC(=C4)OC(=O)N(CCCl)CCCl.[Na+]. Cell line: IGROV1. Synergy scores: CSS=-2.35, Synergy_ZIP=-0.0302, Synergy_Bliss=-3.37, Synergy_Loewe=-3.75, Synergy_HSA=-3.35.